From a dataset of Retrosynthesis with 50K atom-mapped reactions and 10 reaction types from USPTO. Predict the reactants needed to synthesize the given product. Given the product Cc1cncc(-c2cccc(C(=O)CC(=O)Nc3cc(C)c(Cl)cc3NC(=O)OC(C)(C)C)c2)n1, predict the reactants needed to synthesize it. The reactants are: Cc1cc(N)c(NC(=O)OC(C)(C)C)cc1Cl.Cc1cncc(-c2cccc(C(=O)CC(=O)OC(C)(C)C)c2)n1.